From a dataset of Forward reaction prediction with 1.9M reactions from USPTO patents (1976-2016). Predict the product of the given reaction. Given the reactants [C:1]([O:5][C:6]([N:8]1[CH2:12][CH:11]([O:13][Si](C(C)(C)C)(C)C)[CH2:10][CH:9]1[CH2:21][CH2:22][NH:23][C:24]([O:26][CH2:27][C:28]1[CH:33]=[CH:32][CH:31]=[CH:30][CH:29]=1)=[O:25])=[O:7])([CH3:4])([CH3:3])[CH3:2].CCCC[N+](CCCC)(CCCC)CCCC.[F-], predict the reaction product. The product is: [C:1]([O:5][C:6]([N:8]1[CH2:12][CH:11]([OH:13])[CH2:10][CH:9]1[CH2:21][CH2:22][NH:23][C:24]([O:26][CH2:27][C:28]1[CH:29]=[CH:30][CH:31]=[CH:32][CH:33]=1)=[O:25])=[O:7])([CH3:4])([CH3:2])[CH3:3].